This data is from Full USPTO retrosynthesis dataset with 1.9M reactions from patents (1976-2016). The task is: Predict the reactants needed to synthesize the given product. (1) Given the product [NH2:1][C:4]1[CH:5]=[C:6]([CH:22]=[CH:23][CH:24]=1)[CH2:7][CH2:8][N:9]1[CH2:10][CH2:11][N:12]([C:15]([O:17][C:18]([CH3:20])([CH3:21])[CH3:19])=[O:16])[CH2:13][CH2:14]1, predict the reactants needed to synthesize it. The reactants are: [N+:1]([C:4]1[CH:5]=[C:6]([CH:22]=[CH:23][CH:24]=1)[CH2:7][CH2:8][N:9]1[CH2:14][CH2:13][N:12]([C:15]([O:17][C:18]([CH3:21])([CH3:20])[CH3:19])=[O:16])[CH2:11][CH2:10]1)([O-])=O.[H][H]. (2) The reactants are: Br[CH2:2][C:3](Br)=[O:4].[CH2:6]([NH:13][CH2:14][CH3:15])[C:7]1[CH:12]=[CH:11][CH:10]=[CH:9][CH:8]=1.[C:16]([C:20]1[CH:25]=[CH:24][C:23]([S:26]([NH:29][C:30]2[CH:35]=[CH:34][CH:33]=[CH:32][C:31]=2[O:36][CH3:37])(=[O:28])=[O:27])=[CH:22][CH:21]=1)([CH3:19])([CH3:18])[CH3:17]. Given the product [CH2:6]([N:13]([CH2:14][CH3:15])[C:3](=[O:4])[CH2:2][N:29]([S:26]([C:23]1[CH:22]=[CH:21][C:20]([C:16]([CH3:19])([CH3:18])[CH3:17])=[CH:25][CH:24]=1)(=[O:27])=[O:28])[C:30]1[CH:35]=[CH:34][CH:33]=[CH:32][C:31]=1[O:36][CH3:37])[C:7]1[CH:12]=[CH:11][CH:10]=[CH:9][CH:8]=1, predict the reactants needed to synthesize it. (3) The reactants are: [C:1](Cl)(=O)[C:2](Cl)=O.[Cl:7][C:8]1[CH:13]=[CH:12][C:11]([C:14]2[N:15]=[C:16]([C:30](O)=[O:31])[C:17]([C:27](O)=[O:28])=[N:18][C:19]=2[C:20]2[CH:25]=[CH:24][C:23]([Cl:26])=[CH:22][CH:21]=2)=[CH:10][CH:9]=1.[NH:33]1[CH2:38][CH2:37][CH2:36][CH2:35][CH2:34]1. Given the product [Cl:7][C:8]1[CH:13]=[CH:12][C:11]([C:14]2[C:19]([C:20]3[CH:21]=[CH:22][C:23]([Cl:26])=[CH:24][CH:25]=3)=[N:18][C:17]([C:27]([N:33]3[CH2:38][CH2:37][CH2:36][CH2:35][CH2:34]3)=[O:28])=[C:16]([C:30]([N:15]3[CH2:2][CH2:1][CH2:10][CH2:11][CH2:14]3)=[O:31])[N:15]=2)=[CH:10][CH:9]=1, predict the reactants needed to synthesize it. (4) Given the product [F:20][C:21]1[CH:22]=[C:23]([C:27]2[N:28]=[C:29]([CH3:35])[S:30][C:31]=2[C:32]([N:3]2[CH2:4][C@H:5]3[C@H:1]([CH2:6]3)[C@H:2]2[CH2:7][NH:8][C:9]([C:11]2[N:18]3[C:14]([S:15][CH:16]=[CH:17]3)=[N:13][C:12]=2[CH3:19])=[O:10])=[O:33])[CH:24]=[CH:25][CH:26]=1, predict the reactants needed to synthesize it. The reactants are: [C@H:1]12[CH2:6][C@H:5]1[CH2:4][NH:3][C@@H:2]2[CH2:7][NH:8][C:9]([C:11]1[N:18]2[C:14]([S:15][CH:16]=[CH:17]2)=[N:13][C:12]=1[CH3:19])=[O:10].[F:20][C:21]1[CH:22]=[C:23]([C:27]2[N:28]=[C:29]([CH3:35])[S:30][C:31]=2[C:32](O)=[O:33])[CH:24]=[CH:25][CH:26]=1. (5) The reactants are: [C:1](Cl)(=[O:3])[CH3:2].[CH2:5]([C:9]1[N:14]=[C:13]([Cl:15])[N:12]=[C:11]([N:16]2[CH2:21][CH2:20][CH2:19][C@@H:18]([NH2:22])[CH2:17]2)[CH:10]=1)[CH2:6][CH2:7][CH3:8].C(N(CC)CC)C. Given the product [CH2:5]([C:9]1[N:14]=[C:13]([Cl:15])[N:12]=[C:11]([N:16]2[CH2:21][CH2:20][CH2:19][C@@H:18]([NH:22][C:1](=[O:3])[CH3:2])[CH2:17]2)[CH:10]=1)[CH2:6][CH2:7][CH3:8], predict the reactants needed to synthesize it. (6) Given the product [F:36][C:34]([F:35])([F:37])[C:31]1[CH:32]=[CH:33][C:28]([O:27][C:24]2[CH:25]=[CH:26][C:21]([O:20][C:18]([N:13]3[CH2:12][CH2:11][CH:10]([N:9]([CH:3]4[CH2:8][CH2:7][CH2:6][CH2:5][CH2:4]4)[CH3:16])[CH2:15][CH2:14]3)=[O:19])=[CH:22][CH:23]=2)=[N:29][CH:30]=1, predict the reactants needed to synthesize it. The reactants are: Cl.Cl.[CH:3]1([N:9]([CH3:16])[CH:10]2[CH2:15][CH2:14][NH:13][CH2:12][CH2:11]2)[CH2:8][CH2:7][CH2:6][CH2:5][CH2:4]1.Cl[C:18]([O:20][C:21]1[CH:26]=[CH:25][C:24]([O:27][C:28]2[CH:33]=[CH:32][C:31]([C:34]([F:37])([F:36])[F:35])=[CH:30][N:29]=2)=[CH:23][CH:22]=1)=[O:19].C(NC(C)C)(C)C.